This data is from Forward reaction prediction with 1.9M reactions from USPTO patents (1976-2016). The task is: Predict the product of the given reaction. (1) The product is: [NH2:14][C:15]1[CH:20]=[CH:19][C:18]([N:21]2[CH2:26][CH2:25][CH2:24][CH:23]([O:27][Si:1]([C:4]([CH3:7])([CH3:6])[CH3:5])([CH3:3])[CH3:2])[C:22]2=[O:28])=[CH:17][C:16]=1[F:29]. Given the reactants [Si:1](Cl)([C:4]([CH3:7])([CH3:6])[CH3:5])([CH3:3])[CH3:2].N1C=CN=C1.[NH2:14][C:15]1[CH:20]=[CH:19][C:18]([N:21]2[CH2:26][CH2:25][CH2:24][CH:23]([OH:27])[C:22]2=[O:28])=[CH:17][C:16]=1[F:29], predict the reaction product. (2) Given the reactants [N:1]1([CH2:7][CH2:8][OH:9])[CH2:6][CH2:5][CH2:4][CH2:3][CH2:2]1.F[C:11]1[CH:20]=[C:19]2[C:14]([CH:15]=[C:16]([NH:25][C:26]3[CH:30]=[C:29]([CH3:31])[NH:28][N:27]=3)[N:17]=[C:18]2[O:21][CH:22]([CH3:24])[CH3:23])=[CH:13][C:12]=1[O:32][CH3:33], predict the reaction product. The product is: [CH:22]([O:21][C:18]1[C:19]2[C:14](=[CH:13][C:12]([O:32][CH3:33])=[C:11]([O:9][CH2:8][CH2:7][N:1]3[CH2:6][CH2:5][CH2:4][CH2:3][CH2:2]3)[CH:20]=2)[CH:15]=[C:16]([NH:25][C:26]2[CH:30]=[C:29]([CH3:31])[NH:28][N:27]=2)[N:17]=1)([CH3:24])[CH3:23]. (3) Given the reactants Cl.[O:2]1[C:6]2[CH:7]=[CH:8][CH:9]=[CH:10][C:5]=2[CH:4]=[C:3]1[CH:11]1[CH2:14][NH:13][CH2:12]1.Cl.[CH3:16][N:17]1[CH2:22][CH2:21][C:20]2([CH2:31][C:30]3[C:25](=[N:26][CH:27]=[C:28](/[CH:32]=[CH:33]/[C:34](O)=[O:35])[CH:29]=3)[NH:24][C:23]2=[O:37])[CH2:19][CH2:18]1.CCN=C=NCCCN(C)C.Cl.C1C=NC2N(O)N=NC=2C=1.CCN(C(C)C)C(C)C, predict the reaction product. The product is: [O:2]1[C:6]2[CH:7]=[CH:8][CH:9]=[CH:10][C:5]=2[CH:4]=[C:3]1[CH:11]1[CH2:12][N:13]([C:34](=[O:35])[CH:33]=[CH:32][C:28]2[CH:29]=[C:30]3[C:25](=[N:26][CH:27]=2)[NH:24][C:23](=[O:37])[C:20]2([CH2:21][CH2:22][N:17]([CH3:16])[CH2:18][CH2:19]2)[CH2:31]3)[CH2:14]1. (4) Given the reactants [NH2:1][C:2]([CH3:6])([CH3:5])[CH2:3][OH:4].[C:7]([O:11][C:12](O[C:12]([O:11][C:7]([CH3:10])([CH3:9])[CH3:8])=[O:13])=[O:13])([CH3:10])([CH3:9])[CH3:8].C([O-])([O-])=O.[Na+].[Na+], predict the reaction product. The product is: [C:7]([O:11][C:12]([NH:1][C:2]([CH3:6])([CH3:5])[CH2:3][OH:4])=[O:13])([CH3:10])([CH3:9])[CH3:8].